Dataset: Forward reaction prediction with 1.9M reactions from USPTO patents (1976-2016). Task: Predict the product of the given reaction. Given the reactants C(=O)([O-])O.[Na+].[S:6]=[C:7]1[NH:12][C:11]2[CH:13]=[CH:14][NH:15][C:10]=2[C:9](=[O:16])[N:8]1[C:17]1[CH:22]=[CH:21][C:20]([O:23][CH2:24][C:25]([F:28])([F:27])[F:26])=[CH:19][CH:18]=1.Br[CH2:30][CH2:31][CH2:32][OH:33].[I-].[Na+], predict the reaction product. The product is: [OH:33][CH2:32][CH2:31][CH2:30][S:6][C:7]1[N:8]([C:17]2[CH:18]=[CH:19][C:20]([O:23][CH2:24][C:25]([F:28])([F:27])[F:26])=[CH:21][CH:22]=2)[C:9](=[O:16])[C:10]2[NH:15][CH:14]=[CH:13][C:11]=2[N:12]=1.